The task is: Predict the reaction yield, written as a fraction of the theoretical maximum amount of product (1.0 means a 100% yield; for example, 0.34 means a 34% yield).. This data is from Reaction yield outcomes from USPTO patents with 853,638 reactions. (1) The reactants are [I:1]N1C(=O)CCC1=O.[CH2:9]([NH:11][C:12]([C:14]1[CH:18]=[C:17]([C:19]2[CH:24]=[C:23]([C:25]([CH3:28])([CH3:27])[CH3:26])[C:22]([O:29][CH2:30][C:31]3[CH:36]=[CH:35][CH:34]=[CH:33][CH:32]=3)=[CH:21][C:20]=2[O:37][CH2:38][C:39]2[CH:44]=[CH:43][CH:42]=[CH:41][CH:40]=2)[O:16][N:15]=1)=[O:13])[CH3:10]. The catalyst is C(#N)C.[N+]([O-])([O-])=O.[Ce].[NH4+]. The product is [CH2:9]([NH:11][C:12]([C:14]1[C:18]([I:1])=[C:17]([C:19]2[CH:24]=[C:23]([C:25]([CH3:28])([CH3:27])[CH3:26])[C:22]([O:29][CH2:30][C:31]3[CH:32]=[CH:33][CH:34]=[CH:35][CH:36]=3)=[CH:21][C:20]=2[O:37][CH2:38][C:39]2[CH:40]=[CH:41][CH:42]=[CH:43][CH:44]=2)[O:16][N:15]=1)=[O:13])[CH3:10]. The yield is 0.620. (2) The reactants are Cl.[CH3:2][CH:3]([O:5][C:6]1[CH:13]=[CH:12][C:11]([CH:14]2[N:18](C3C=CC=C4C=3CCNC4)[N:17]=[CH:16][S:15]2)=[CH:10][C:7]=1[C:8]#[N:9])[CH3:4].[C:29](=[O:32])([O-])[O-].[K+].[K+].I[CH2:36][CH2:37]O.[CH3:39][N:40]([CH:42]=O)[CH3:41]. The catalyst is O. The product is [OH:32][CH2:29][CH2:39][N:40]1[CH2:42][CH2:37][C:36]2[C:8](=[CH:7][CH:6]=[CH:13][C:12]=2[C:16]2[S:15][C:14]([C:11]3[CH:12]=[CH:13][C:6]([O:5][CH:3]([CH3:2])[CH3:4])=[C:7]([CH:10]=3)[C:8]#[N:9])=[N:18][N:17]=2)[CH2:41]1. The yield is 0.710. (3) The reactants are [I:1]I.I(O)(=O)=O.[CH2:7]([N:9]1[C:13]([CH2:14][C:15]([O:17][CH3:18])=[O:16])=[CH:12][C:11]([CH3:19])=[N:10]1)[CH3:8].S([O-])([O-])(=O)=S.[Na+].[Na+]. The catalyst is C(O)(=O)C.ClCCCl.O. The product is [CH2:7]([N:9]1[C:13]([CH2:14][C:15]([O:17][CH3:18])=[O:16])=[C:12]([I:1])[C:11]([CH3:19])=[N:10]1)[CH3:8]. The yield is 0.374.